This data is from Full USPTO retrosynthesis dataset with 1.9M reactions from patents (1976-2016). The task is: Predict the reactants needed to synthesize the given product. (1) Given the product [Cl:1][C:2]1[CH:3]=[C:4]([C:12]2[O:16][N:15]=[C:14]([C:17]3[CH:18]=[C:19]4[C:23](=[CH:24][C:25]=3[F:26])[N:22]([CH2:34][CH2:35][CH2:36][C:37]([O:39][CH2:40][CH3:41])=[O:38])[N:21]=[CH:20]4)[N:13]=2)[CH:5]=[N:6][C:7]=1[O:8][CH:9]([CH3:10])[CH3:11], predict the reactants needed to synthesize it. The reactants are: [Cl:1][C:2]1[CH:3]=[C:4]([C:12]2[O:16][N:15]=[C:14]([C:17]3[CH:18]=[C:19]4[C:23](=[CH:24][C:25]=3[F:26])[NH:22][N:21]=[CH:20]4)[N:13]=2)[CH:5]=[N:6][C:7]=1[O:8][CH:9]([CH3:11])[CH3:10].C(=O)([O-])[O-].[Cs+].[Cs+].Br[CH2:34][CH2:35][CH2:36][C:37]([O:39][CH2:40][CH3:41])=[O:38]. (2) Given the product [CH:45]([OH:47])=[O:46].[CH:45]([OH:47])=[O:46].[NH2:1][C:2]1[N:3]=[CH:4][C:5]([C:12]2[CH:13]=[N:14][N:15]([CH:17]3[CH2:22][CH2:21][N:20]([C:23](=[O:25])[CH3:24])[CH2:19][CH2:18]3)[CH:16]=2)=[C:6]2[CH:10]=[C:9]([C:30]3[C:31]4[S:35][N:34]=[CH:33][C:32]=4[C:27]([F:26])=[CH:28][CH:29]=3)[O:8][C:7]=12, predict the reactants needed to synthesize it. The reactants are: [NH2:1][C:2]1[N:3]=[CH:4][C:5]([C:12]2[CH:13]=[N:14][N:15]([CH:17]3[CH2:22][CH2:21][N:20]([C:23](=[O:25])[CH3:24])[CH2:19][CH2:18]3)[CH:16]=2)=[C:6]2[CH:10]=[C:9](Cl)[O:8][C:7]=12.[F:26][C:27]1[C:32]2[CH:33]=[N:34][S:35][C:31]=2[C:30](B2OC(C)(C)C(C)(C)O2)=[CH:29][CH:28]=1.[C:45](=O)([O-:47])[O-:46].[K+].[K+].O1CCOCC1. (3) Given the product [CH3:27][S:28]([N:16]1[CH2:17][CH2:18][N:13]([C:10]2[N:11]=[CH:12][C:7]([NH:6][C:4](=[O:5])[C:3]([O:2][CH3:1])=[O:26])=[CH:8][CH:9]=2)[CH2:14][CH2:15]1)(=[O:30])=[O:29], predict the reactants needed to synthesize it. The reactants are: [CH3:1][O:2][C:3](=[O:26])[C:4]([NH:6][C:7]1[CH:8]=[CH:9][C:10]([N:13]2[CH2:18][CH2:17][N:16](C(OC(C)(C)C)=O)[CH2:15][CH2:14]2)=[N:11][CH:12]=1)=[O:5].[CH3:27][S:28](Cl)(=[O:30])=[O:29]. (4) Given the product [Br:1][C:2]1[CH:3]=[CH:4][C:5]([I:11])=[C:6]([CH:10]=1)[CH2:7][OH:8], predict the reactants needed to synthesize it. The reactants are: [Br:1][C:2]1[CH:3]=[CH:4][C:5]([I:11])=[C:6]([CH:10]=1)[C:7](O)=[O:8].B.C1COCC1.O. (5) Given the product [C:17]([O:21][C:22](=[O:44])[N:23]([C@H:27]1[CH2:35][CH2:34][CH2:33][C@H:32]([CH2:36][CH2:37][CH:38]([CH3:39])[CH3:40])[C@@H:31]([O:41][CH3:1])[C@H:30]([CH3:42])[O:29][C:28]1=[O:43])[CH2:24][O:25][CH3:26])([CH3:19])([CH3:18])[CH3:20], predict the reactants needed to synthesize it. The reactants are: [CH3:1]N(C)C1C2C(=CC=CC=2N(C)C)C=CC=1.[C:17]([O:21][C:22](=[O:44])[N:23]([C@H:27]1[CH2:35][CH2:34][CH2:33][C@H:32]([CH2:36][CH2:37][CH:38]([CH3:40])[CH3:39])[C@@H:31]([OH:41])[C@H:30]([CH3:42])[O:29][C:28]1=[O:43])[CH2:24][O:25][CH3:26])([CH3:20])([CH3:19])[CH3:18].[O-]S([O-])(=O)=O.[Na+].[Na+].F[B-](F)(F)F.C[O+](C)C. (6) Given the product [N+:22]([C:19]1[CH:20]=[CH:21][C:16]([C:14]2[N:1]=[C:2]3[N:6]([CH:13]=2)[C:5]2[CH:7]=[CH:8][C:9]([OH:11])=[CH:10][C:4]=2[S:3]3)=[CH:17][CH:18]=1)([O-:24])=[O:23], predict the reactants needed to synthesize it. The reactants are: [NH2:1][C:2]1[S:3][C:4]2[CH:10]=[C:9]([OH:11])[CH:8]=[CH:7][C:5]=2[N:6]=1.Br[CH2:13][C:14]([C:16]1[CH:21]=[CH:20][C:19]([N+:22]([O-:24])=[O:23])=[CH:18][CH:17]=1)=O. (7) Given the product [CH3:1][C@@H:2]([C:18](=[O:30])[C:20]1[CH:25]=[CH:24][CH:23]=[CH:22][CH:21]=1)[C@H:3]([NH:11][C:12](=[O:17])[C:13]([F:16])([F:15])[F:14])[C:4]([O:6][C:7]([CH3:10])([CH3:9])[CH3:8])=[O:5], predict the reactants needed to synthesize it. The reactants are: [CH3:1][C@H:2]([C:18]([C:20]1[CH:25]=[CH:24][CH:23]=[CH:22][CH:21]=1)=C)[C@H:3]([NH:11][C:12](=[O:17])[C:13]([F:16])([F:15])[F:14])[C:4]([O:6][C:7]([CH3:10])([CH3:9])[CH3:8])=[O:5].C[N+]1([O-])CC[O:30]CC1.O.